Dataset: Reaction yield outcomes from USPTO patents with 853,638 reactions. Task: Predict the reaction yield, written as a fraction of the theoretical maximum amount of product (1.0 means a 100% yield; for example, 0.34 means a 34% yield). (1) The reactants are [F:1][C:2]1[CH:3]=[C:4]2[C:8](=[CH:9][CH:10]=1)[N:7]([CH2:11][C:12]1[CH:17]=[CH:16][C:15]([O:18][CH3:19])=[CH:14][CH:13]=1)[C:6](=[O:20])[C:5]2=O. The catalyst is O.NN.C(O)C.O. The product is [F:1][C:2]1[CH:3]=[C:4]2[C:8](=[CH:9][CH:10]=1)[N:7]([CH2:11][C:12]1[CH:17]=[CH:16][C:15]([O:18][CH3:19])=[CH:14][CH:13]=1)[C:6](=[O:20])[CH2:5]2. The yield is 0.900. (2) The reactants are [C:1]([C:3]1[CH:8]=[CH:7][C:6]([N:9]2[C:13]([C:14]3[CH:19]=[CH:18][C:17]([CH3:20])=[CH:16][CH:15]=3)=[CH:12][C:11]([N:21]([CH2:29][CH:30]3[C@@H:35]4[C@H:31]3[CH2:32][N:33](C(OC(C)(C)C)=O)[CH2:34]4)C(OC(C)(C)C)=O)=[N:10]2)=[CH:5][CH:4]=1)#[N:2].Cl.O1CCOCC1. The catalyst is C(Cl)Cl. The product is [C@@H:31]12[CH:30]([CH2:29][NH:21][C:11]3[CH:12]=[C:13]([C:14]4[CH:15]=[CH:16][C:17]([CH3:20])=[CH:18][CH:19]=4)[N:9]([C:6]4[CH:7]=[CH:8][C:3]([C:1]#[N:2])=[CH:4][CH:5]=4)[N:10]=3)[C@@H:35]1[CH2:34][NH:33][CH2:32]2. The yield is 0.387. (3) The reactants are S(Cl)(Cl)=O.C(O)(=O)CCCCCCCCCCC.C(Cl)(=O)CCCCCCCCCCC.[C:33]([N:46]=[C:47]=[S:48])(=[O:45])[CH2:34][CH2:35][CH2:36][CH2:37][CH2:38][CH2:39][CH2:40][CH2:41][CH2:42][CH2:43][CH3:44].[CH3:49][O:50][C:51]1[CH:52]=[C:53]2[C:58](=[CH:59][C:60]=1[O:61][CH3:62])[N:57]=[CH:56][CH:55]=[C:54]2[O:63][C:64]1[CH:70]=[CH:69][C:67]([NH2:68])=[CH:66][CH:65]=1. The catalyst is C(O)C.C1(C)C=CC=CC=1. The product is [CH3:49][O:50][C:51]1[CH:52]=[C:53]2[C:58](=[CH:59][C:60]=1[O:61][CH3:62])[N:57]=[CH:56][CH:55]=[C:54]2[O:63][C:64]1[CH:65]=[CH:66][C:67]([NH:68][C:47]([NH:46][C:33](=[O:45])[CH2:34][CH2:35][CH2:36][CH2:37][CH2:38][CH2:39][CH2:40][CH2:41][CH2:42][CH2:43][CH3:44])=[S:48])=[CH:69][CH:70]=1. The yield is 0.600.